From a dataset of Forward reaction prediction with 1.9M reactions from USPTO patents (1976-2016). Predict the product of the given reaction. (1) Given the reactants [CH3:1][O:2][C:3](=[O:23])[CH2:4][C:5]1[CH:10]=[CH:9][CH:8]=[CH:7][C:6]=1[NH:11][S:12]([C:15]1[CH:20]=[CH:19][C:18]([Cl:21])=[C:17]([Cl:22])[CH:16]=1)(=[O:14])=[O:13].CI.[C:26]([O-])([O-])=O.[K+].[K+], predict the reaction product. The product is: [CH3:1][O:2][C:3](=[O:23])[CH2:4][C:5]1[CH:10]=[CH:9][CH:8]=[CH:7][C:6]=1[N:11]([CH3:26])[S:12]([C:15]1[CH:20]=[CH:19][C:18]([Cl:21])=[C:17]([Cl:22])[CH:16]=1)(=[O:14])=[O:13]. (2) Given the reactants O[CH2:2][C:3]1[CH:8]=[C:7]([C:9]2[CH:10]=[C:11]([C:15]3[CH2:21][C:20](=[O:22])[NH:19][C:18]4[CH:23]=[C:24]([C:33]([F:36])([F:35])[F:34])[C:25]([O:27][CH2:28][C:29]([F:32])([F:31])[F:30])=[CH:26][C:17]=4[N:16]=3)[CH:12]=[CH:13][CH:14]=2)[CH:6]=[CH:5][N:4]=1.S(Cl)(Cl)=O.[Cl-].[NH:42]1[CH2:45][CH2:44][CH2:43]1, predict the reaction product. The product is: [N:42]1([CH2:2][C:3]2[CH:8]=[C:7]([C:9]3[CH:10]=[C:11]([C:15]4[CH2:21][C:20](=[O:22])[NH:19][C:18]5[CH:23]=[C:24]([C:33]([F:36])([F:34])[F:35])[C:25]([O:27][CH2:28][C:29]([F:30])([F:31])[F:32])=[CH:26][C:17]=5[N:16]=4)[CH:12]=[CH:13][CH:14]=3)[CH:6]=[CH:5][N:4]=2)[CH2:45][CH2:44][CH2:43]1. (3) Given the reactants [CH3:1][C:2]1[C:7]([NH:8][C:9]2[N:14]=[C:13]([C:15]3[CH:16]=[N:17][CH:18]=[CH:19][CH:20]=3)[CH:12]=[CH:11][N:10]=2)=[CH:6][C:5]([N+:21]([O-])=O)=[CH:4][N:3]=1, predict the reaction product. The product is: [CH3:1][C:2]1[C:7]([NH:8][C:9]2[N:14]=[C:13]([C:15]3[CH:16]=[N:17][CH:18]=[CH:19][CH:20]=3)[CH:12]=[CH:11][N:10]=2)=[CH:6][C:5]([NH2:21])=[CH:4][N:3]=1. (4) Given the reactants C([O-])(=O)COCC([O-])=O.CCN=C=NCCCN(C)C.Cl.[CH:22]1[C:27](=[O:28])[C:26]([OH:29])=[CH:25][N:24]([CH2:30][C@H:31]([NH2:35])[C:32]([OH:34])=[O:33])[CH:23]=1.CN(CCN(C)C)C.Cl, predict the reaction product. The product is: [CH:22]1[C:27](=[O:28])[C:26]([OH:29])=[CH:25][N:24]([CH2:30][CH:31]([NH2:35])[C:32]([OH:34])=[O:33])[CH:23]=1. (5) Given the reactants [CH3:1][NH2:2].Br[CH2:4][C:5]1[CH:15]=[CH:14][CH:13]=[C:12]([O:16][CH3:17])[C:6]=1[C:7](OCC)=[O:8], predict the reaction product. The product is: [CH3:17][O:16][C:12]1[CH:13]=[CH:14][CH:15]=[C:5]2[C:6]=1[C:7](=[O:8])[N:2]([CH3:1])[CH2:4]2. (6) Given the reactants O.[NH2:2][C:3]1[CH:8]=[C:7]([OH:9])[N:6]=[C:5]([SH:10])[N:4]=1.[OH-].[K+].[F:13][C:14]1[C:21]([F:22])=[CH:20][CH:19]=[CH:18][C:15]=1[CH2:16]Br, predict the reaction product. The product is: [NH2:2][C:3]1[N:4]=[C:5]([S:10][CH2:16][C:15]2[CH:18]=[CH:19][CH:20]=[C:21]([F:22])[C:14]=2[F:13])[N:6]=[C:7]([OH:9])[CH:8]=1. (7) Given the reactants [NH2:1][C:2]1[CH:7]=[CH:6][C:5]([O:8][S:9]([C:12]2[CH:17]=[CH:16][C:15](F)=[CH:14][CH:13]=2)(=[O:11])=[O:10])=[CH:4][C:3]=1[N+:19]([O-:21])=[O:20].[NH:22]1[CH:26]=[CH:25][N:24]=[CH:23]1, predict the reaction product. The product is: [NH2:1][C:2]1[CH:7]=[CH:6][C:5]([O:8][S:9]([C:12]2[CH:17]=[CH:16][C:15]([N:22]3[CH:26]=[CH:25][N:24]=[CH:23]3)=[CH:14][CH:13]=2)(=[O:11])=[O:10])=[CH:4][C:3]=1[N+:19]([O-:21])=[O:20]. (8) Given the reactants CON(C)[C:4]([C:6]1([CH3:14])[CH2:11][O:10][C:9]([CH3:13])([CH3:12])[O:8][CH2:7]1)=[O:5].[CH3:16][Mg]Br.[Cl-].[NH4+], predict the reaction product. The product is: [CH3:13][C:9]1([CH3:12])[O:8][CH2:7][C:6]([C:4](=[O:5])[CH3:16])([CH3:14])[CH2:11][O:10]1. (9) Given the reactants Cl[C:2]1[CH:7]=[C:6]([CH3:8])[CH:5]=[CH:4][C:3]=1[N+:9]([O-:11])=[O:10].[CH3:12][C:13]1(C)[C:17](C)(C)OB(C(C)=C)O1.C(=O)([O-])[O-].[Na+].[Na+], predict the reaction product. The product is: [CH3:8][C:6]1[CH:5]=[CH:4][C:3]([N+:9]([O-:11])=[O:10])=[C:2]([C:13]([CH3:17])=[CH2:12])[CH:7]=1.